Dataset: Catalyst prediction with 721,799 reactions and 888 catalyst types from USPTO. Task: Predict which catalyst facilitates the given reaction. Reactant: [CH2:1]([N:8]1[C@@H:13]([C@H:14]([O:16][Si](C(C)(C)C)(C)C)[CH3:15])[CH2:12][O:11][CH:10]([CH3:24])[C:9]1=[O:25])[C:2]1[CH:7]=[CH:6][CH:5]=[CH:4][CH:3]=1.[F-].C([N+](CCCC)(CCCC)CCCC)CCC. Product: [CH2:1]([N:8]1[C@@H:13]([C@H:14]([OH:16])[CH3:15])[CH2:12][O:11][CH:10]([CH3:24])[C:9]1=[O:25])[C:2]1[CH:3]=[CH:4][CH:5]=[CH:6][CH:7]=1. The catalyst class is: 7.